The task is: Predict the reaction yield, written as a fraction of the theoretical maximum amount of product (1.0 means a 100% yield; for example, 0.34 means a 34% yield).. This data is from Reaction yield outcomes from USPTO patents with 853,638 reactions. (1) The reactants are C1(N)C(F)=C(F)C(F)=C(N)C=1F.[ClH:13].Cl.[NH2:15][CH:16]1[CH2:21][CH2:20][N:19]([CH2:22][CH:23]2[C:33]3=[C:34]4[C:29](=[CH:30][CH:31]=[CH:32]3)[CH:28]=[CH:27][C:26](=[O:35])[N:25]4[CH2:24]2)[CH2:18][CH2:17]1.[S:36]1[C:44]2[CH:43]=[C:42]([CH:45]=O)[N:41]=[CH:40][C:39]=2[O:38][CH2:37]1. No catalyst specified. The product is [ClH:13].[S:36]1[C:44]2[CH:43]=[C:42]([CH2:45][NH:15][CH:16]3[CH2:21][CH2:20][N:19]([CH2:22][CH:23]4[C:33]5=[C:34]6[C:29](=[CH:30][CH:31]=[CH:32]5)[CH:28]=[CH:27][C:26](=[O:35])[N:25]6[CH2:24]4)[CH2:18][CH2:17]3)[N:41]=[CH:40][C:39]=2[O:38][CH2:37]1. The yield is 0.760. (2) The reactants are [C:1]([C:3]1[CH:8]=[CH:7][CH:6]=[CH:5][C:4]=1[C:9]1[CH:14]=[CH:13][C:12]([CH2:15][C:16]2[C:17](=[O:42])[N:18]([CH:29]3[CH2:34][CH2:33][CH:32]([O:35][CH2:36][C:37](OCC)=[O:38])[CH2:31][CH2:30]3)[C:19]3[N:20]([N:25]=[C:26]([CH3:28])[N:27]=3)[C:21]=2[CH2:22][CH2:23][CH3:24])=[CH:11][CH:10]=1)#[N:2].[CH2:43]([Mg]Br)[CH3:44].Cl.O1CC[CH2:50][CH2:49]1. No catalyst specified. The product is [CH2:49]([C:37]([OH:38])([CH2:43][CH3:44])[CH2:36][O:35][C@H:32]1[CH2:33][CH2:34][C@H:29]([N:18]2[C:17](=[O:42])[C:16]([CH2:15][C:12]3[CH:13]=[CH:14][C:9]([C:4]4[C:3]([C:1]#[N:2])=[CH:8][CH:7]=[CH:6][CH:5]=4)=[CH:10][CH:11]=3)=[C:21]([CH2:22][CH2:23][CH3:24])[N:20]3[N:25]=[C:26]([CH3:28])[N:27]=[C:19]23)[CH2:30][CH2:31]1)[CH3:50]. The yield is 0.550. (3) The reactants are Cl[C:2]1[N:7]=[C:6]([C:8]2[S:12][C:11]([CH:13]([CH3:15])[CH3:14])=[N:10][C:9]=2[C:16]2[CH:17]=[C:18]([NH:22][S:23]([C:26]3[C:31]([F:32])=[CH:30][CH:29]=[CH:28][C:27]=3[F:33])(=[O:25])=[O:24])[CH:19]=[CH:20][CH:21]=2)[CH:5]=[CH:4][N:3]=1.[NH2:34][C:35]1[CH:36]=[CH:37][C:38]([O:44][CH3:45])=[C:39]([N:41]([CH3:43])[CH3:42])[CH:40]=1.Cl.O1CCOCC1.[F:53][C:54]([F:58])([F:57])[CH2:55][OH:56]. No catalyst specified. The product is [F:53][C:54]([F:58])([F:57])[C:55]([OH:24])=[O:56].[CH3:43][N:41]([CH3:42])[C:39]1[CH:40]=[C:35]([NH:34][C:2]2[N:7]=[C:6]([C:8]3[S:12][C:11]([CH:13]([CH3:15])[CH3:14])=[N:10][C:9]=3[C:16]3[CH:17]=[C:18]([NH:22][S:23]([C:26]4[C:31]([F:32])=[CH:30][CH:29]=[CH:28][C:27]=4[F:33])(=[O:25])=[O:24])[CH:19]=[CH:20][CH:21]=3)[CH:5]=[CH:4][N:3]=2)[CH:36]=[CH:37][C:38]=1[O:44][CH3:45]. The yield is 0.0900. (4) The reactants are [Cl:1][C:2]1[C:3]([CH3:26])=[C:4]([C:23](=[O:25])[CH3:24])[C:5]([OH:22])=[C:6]([O:10][CH2:11][CH2:12][CH:13]([C:15]2[CH:20]=[CH:19][C:18]([F:21])=[CH:17][CH:16]=2)[CH3:14])[C:7]=1[O:8][CH3:9].[Br:27][CH2:28][CH2:29][CH2:30]Br. No catalyst specified. The product is [Br:27][CH2:28][CH2:29][CH2:30][O:22][C:5]1[C:6]([O:10][CH2:11][CH2:12][CH:13]([C:15]2[CH:20]=[CH:19][C:18]([F:21])=[CH:17][CH:16]=2)[CH3:14])=[C:7]([O:8][CH3:9])[C:2]([Cl:1])=[C:3]([CH3:26])[C:4]=1[C:23](=[O:25])[CH3:24]. The yield is 1.00. (5) The reactants are [F:1][C:2]1[CH:7]=[CH:6][C:5]([C@@:8]([NH:24][C:25]([NH:27][CH2:28][C:29]([F:32])([F:31])[F:30])=[O:26])([C:16]2[CH:21]=[C:20]([OH:22])[CH:19]=[C:18]([F:23])[CH:17]=2)[CH2:9][C:10]2[CH:15]=[CH:14][CH:13]=[CH:12][CH:11]=2)=[CH:4][C:3]=1[C:33]([F:36])([F:35])[F:34].I[CH2:38][C:39]([F:42])([F:41])[F:40].C([O-])([O-])=O.[K+].[K+]. The catalyst is CS(C)=O.CC#N. The product is [F:1][C:2]1[CH:7]=[CH:6][C:5]([C@@:8]([NH:24][C:25]([NH:27][CH2:28][C:29]([F:30])([F:31])[F:32])=[O:26])([C:16]2[CH:21]=[C:20]([O:22][CH2:38][C:39]([F:42])([F:41])[F:40])[CH:19]=[C:18]([F:23])[CH:17]=2)[CH2:9][C:10]2[CH:11]=[CH:12][CH:13]=[CH:14][CH:15]=2)=[CH:4][C:3]=1[C:33]([F:36])([F:34])[F:35]. The yield is 0.580. (6) The reactants are [Cl-].O[NH3+:3].[C:4](=[O:7])([O-:6])O.[Na+].CS(C)=O.[O:13]=[C:14]1[C:19]([CH2:20][C:21]2[CH:26]=[CH:25][C:24]([C:27]3[C:28]([C:33]#[N:34])=[CH:29][CH:30]=[CH:31][CH:32]=3)=[CH:23][CH:22]=2)=[C:18]([CH2:35][CH2:36][CH3:37])[N:17]2[N:38]=[CH:39][N:40]=[C:16]2[N:15]1[CH:41]1[CH2:54][CH2:53][C:44]2([O:48][C:47]([CH3:50])([CH3:49])[C:46]([CH3:52])([CH3:51])[O:45]2)[CH2:43][CH2:42]1. The catalyst is C(OCC)(=O)C. The product is [O:7]=[C:4]1[O:6][N:3]=[C:33]([C:28]2[CH:29]=[CH:30][CH:31]=[CH:32][C:27]=2[C:24]2[CH:23]=[CH:22][C:21]([CH2:20][C:19]3[C:14](=[O:13])[N:15]([CH:41]4[CH2:54][CH2:53][C:44]5([O:48][C:47]([CH3:50])([CH3:49])[C:46]([CH3:52])([CH3:51])[O:45]5)[CH2:43][CH2:42]4)[C:16]4[N:17]([N:38]=[CH:39][N:40]=4)[C:18]=3[CH2:35][CH2:36][CH3:37])=[CH:26][CH:25]=2)[NH:34]1. The yield is 0.410. (7) The reactants are [CH2:1]([N:8]1[CH2:13][CH2:12][C:11]2([C:21]3[C:16](=[CH:17][CH:18]=[CH:19][C:20]=3[CH2:22][NH:23][CH:24]3[CH2:28][CH2:27][CH2:26][CH2:25]3)[N:15]([C:29]3[C:30]4[CH:37]([CH:38]([CH3:40])[CH3:39])[CH2:36][CH2:35][C:31]=4[N:32]=[CH:33][N:34]=3)[CH2:14]2)[CH2:10][CH2:9]1)[C:2]1[CH:7]=[CH:6][CH:5]=[CH:4][CH:3]=1.[CH3:41][C:42]([O:45][C:46](O[C:46]([O:45][C:42]([CH3:44])([CH3:43])[CH3:41])=[O:47])=[O:47])([CH3:44])[CH3:43]. The catalyst is C(Cl)Cl.C([O-])(O)=O.[Na+]. The product is [CH2:1]([N:8]1[CH2:13][CH2:12][C:11]2([C:21]3[C:16](=[CH:17][CH:18]=[CH:19][C:20]=3[CH2:22][N:23]([CH:24]3[CH2:28][CH2:27][CH2:26][CH2:25]3)[C:46](=[O:47])[O:45][C:42]([CH3:44])([CH3:43])[CH3:41])[N:15]([C:29]3[C:30]4[CH:37]([CH:38]([CH3:40])[CH3:39])[CH2:36][CH2:35][C:31]=4[N:32]=[CH:33][N:34]=3)[CH2:14]2)[CH2:10][CH2:9]1)[C:2]1[CH:3]=[CH:4][CH:5]=[CH:6][CH:7]=1. The yield is 0.380.